Dataset: Reaction yield outcomes from USPTO patents with 853,638 reactions. Task: Predict the reaction yield, written as a fraction of the theoretical maximum amount of product (1.0 means a 100% yield; for example, 0.34 means a 34% yield). The reactants are [F:1][C:2]1[CH:7]=[CH:6][C:5]([C:8]2[NH:12][N:11]=[C:10]([C:13]3[CH:18]=[CH:17][C:16]([C@@H:19]4[O:24][CH2:23][CH2:22][N:21](C(OC(C)(C)C)=O)[CH2:20]4)=[CH:15][CH:14]=3)[N:9]=2)=[CH:4][CH:3]=1.[ClH:32].CCOCC. The yield is 0.990. The product is [ClH:32].[F:1][C:2]1[CH:7]=[CH:6][C:5]([C:8]2[NH:12][N:11]=[C:10]([C:13]3[CH:14]=[CH:15][C:16]([C@@H:19]4[O:24][CH2:23][CH2:22][NH:21][CH2:20]4)=[CH:17][CH:18]=3)[N:9]=2)=[CH:4][CH:3]=1. The catalyst is O1CCOCC1.